Dataset: NCI-60 drug combinations with 297,098 pairs across 59 cell lines. Task: Regression. Given two drug SMILES strings and cell line genomic features, predict the synergy score measuring deviation from expected non-interaction effect. (1) Drug 1: CC1=C(C(CCC1)(C)C)C=CC(=CC=CC(=CC(=O)O)C)C. Drug 2: COC1=C2C(=CC3=C1OC=C3)C=CC(=O)O2. Cell line: BT-549. Synergy scores: CSS=-4.48, Synergy_ZIP=1.68, Synergy_Bliss=-2.07, Synergy_Loewe=-7.14, Synergy_HSA=-6.93. (2) Cell line: OVCAR-8. Synergy scores: CSS=2.61, Synergy_ZIP=-2.28, Synergy_Bliss=0.0348, Synergy_Loewe=0.249, Synergy_HSA=0.924. Drug 1: CC1CCC2CC(C(=CC=CC=CC(CC(C(=O)C(C(C(=CC(C(=O)CC(OC(=O)C3CCCCN3C(=O)C(=O)C1(O2)O)C(C)CC4CCC(C(C4)OC)O)C)C)O)OC)C)C)C)OC. Drug 2: C1=CN(C=N1)CC(O)(P(=O)(O)O)P(=O)(O)O.